Dataset: Peptide-MHC class II binding affinity with 134,281 pairs from IEDB. Task: Regression. Given a peptide amino acid sequence and an MHC pseudo amino acid sequence, predict their binding affinity value. This is MHC class II binding data. (1) The peptide sequence is ERKILRPRWIDARVYSDH. The MHC is DRB1_0404 with pseudo-sequence DRB1_0404. The binding affinity (normalized) is 0.126. (2) The peptide sequence is DFAKAFWNVVNWADV. The MHC is DRB1_1201 with pseudo-sequence DRB1_1201. The binding affinity (normalized) is 0.245.